Regression. Given a peptide amino acid sequence and an MHC pseudo amino acid sequence, predict their binding affinity value. This is MHC class I binding data. From a dataset of Peptide-MHC class I binding affinity with 185,985 pairs from IEDB/IMGT. (1) The MHC is HLA-B27:05 with pseudo-sequence HLA-B27:05. The peptide sequence is KAAVDLSHFL. The binding affinity (normalized) is 0. (2) The binding affinity (normalized) is 0.343. The peptide sequence is RVFNNYMPY. The MHC is BoLA-T2a with pseudo-sequence BoLA-T2a.